From a dataset of Full USPTO retrosynthesis dataset with 1.9M reactions from patents (1976-2016). Predict the reactants needed to synthesize the given product. (1) Given the product [F:1][C:2]1[CH:38]=[CH:37][C:5]([CH2:6][N:7]2[C:16](=[O:17])[C:15]([C:18]3[NH:23][C:22]4[CH:24]=[CH:25][C:26]([NH:28][S:29]([CH3:32])(=[O:31])=[O:30])=[CH:27][C:21]=4[S:20](=[O:33])(=[O:34])[N:19]=3)=[C:14]([OH:35])[C@H:13]3[C@@H:8]2[C@@H:9]2[CH2:36][C@@H:12]3[CH:11]([OH:39])[CH2:10]2)=[CH:4][CH:3]=1, predict the reactants needed to synthesize it. The reactants are: [F:1][C:2]1[CH:38]=[CH:37][C:5]([CH2:6][N:7]2[C:16](=[O:17])[C:15]([C:18]3[NH:23][C:22]4[CH:24]=[CH:25][C:26]([NH:28][S:29]([CH3:32])(=[O:31])=[O:30])=[CH:27][C:21]=4[S:20](=[O:34])(=[O:33])[N:19]=3)=[C:14]([OH:35])[C@H:13]3[C@@H:8]2[C@H:9]2[CH2:36][C@@H:12]3[CH2:11][CH2:10]2)=[CH:4][CH:3]=1.[O:39]=C[C@@H]([C@H]([C@@H]([C@@H](CO)O)O)O)O.C1C=[N+]([C@@H]2O[C@H](COP(OP(OC[C@H]3O[C@@H](N4C5N=CN=C(N)C=5N=C4)[C@H](OP(O)(O)=O)[C@@H]3O)(O)=O)(O)=O)[C@@H](O)[C@H]2O)C=C(C(N)=O)C=1.CO. (2) Given the product [CH2:57]([N:54]1[CH2:53][CH2:52][N:51]([S:48]([C:45]2[CH:46]=[CH:47][C:42]([N:27]3[C:17]4[N:18]=[C:19]([N:21]5[CH2:26][CH2:25][O:24][CH2:23][CH2:22]5)[N:20]=[C:15]([C:12]5[CH:11]=[N:10][C:9]([N:8]([CH2:7][C:6]6[CH:5]=[CH:4][C:3]([O:2][CH3:1])=[CH:40][CH:39]=6)[CH2:30][C:31]6[CH:32]=[CH:33][C:34]([O:37][CH3:38])=[CH:35][CH:36]=6)=[N:14][CH:13]=5)[C:16]=4[CH2:29][CH2:28]3)=[CH:43][CH:44]=2)(=[O:49])=[O:50])[CH2:56][CH2:55]1)[CH3:58], predict the reactants needed to synthesize it. The reactants are: [CH3:1][O:2][C:3]1[CH:40]=[CH:39][C:6]([CH2:7][N:8]([CH2:30][C:31]2[CH:36]=[CH:35][C:34]([O:37][CH3:38])=[CH:33][CH:32]=2)[C:9]2[N:14]=[CH:13][C:12]([C:15]3[C:16]4[CH2:29][CH2:28][NH:27][C:17]=4[N:18]=[C:19]([N:21]4[CH2:26][CH2:25][O:24][CH2:23][CH2:22]4)[N:20]=3)=[CH:11][N:10]=2)=[CH:5][CH:4]=1.Br[C:42]1[CH:47]=[CH:46][C:45]([S:48]([N:51]2[CH2:56][CH2:55][N:54]([CH2:57][CH3:58])[CH2:53][CH2:52]2)(=[O:50])=[O:49])=[CH:44][CH:43]=1. (3) Given the product [C:6]([C:10]1[CH:11]=[C:12]([NH:25][C:26]([NH:28][C@@H:29]2[C:38]3[C:33](=[CH:34][CH:35]=[CH:36][CH:37]=3)[C@H:32]([O:39][C:40]3[CH:41]=[CH:42][C:43]4[N:44]([C:46]([N:49]5[CH2:54][CH2:53][CH2:52][CH2:51][C@@H:50]5[CH3:55])=[N:47][N:48]=4)[CH:45]=3)[CH2:31][CH2:30]2)=[O:27])[N:13]([C:15]2[CH:16]=[C:17]([CH:18]=[CH:19][CH:20]=2)[O:21][CH2:22][CH2:23][O:24][S:2]([CH3:1])(=[O:4])=[O:3])[N:14]=1)([CH3:9])([CH3:7])[CH3:8], predict the reactants needed to synthesize it. The reactants are: [CH3:1][S:2](Cl)(=[O:4])=[O:3].[C:6]([C:10]1[CH:11]=[C:12]([NH:25][C:26]([NH:28][C@@H:29]2[C:38]3[C:33](=[CH:34][CH:35]=[CH:36][CH:37]=3)[C@H:32]([O:39][C:40]3[CH:41]=[CH:42][C:43]4[N:44]([C:46]([N:49]5[CH2:54][CH2:53][CH2:52][CH2:51][C@@H:50]5[CH3:55])=[N:47][N:48]=4)[CH:45]=3)[CH2:31][CH2:30]2)=[O:27])[N:13]([C:15]2[CH:20]=[CH:19][CH:18]=[C:17]([O:21][CH2:22][CH2:23][OH:24])[CH:16]=2)[N:14]=1)([CH3:9])([CH3:8])[CH3:7].CCN(C(C)C)C(C)C.O. (4) Given the product [CH:1]1([N:7]2[C:12]([OH:13])=[C:11]([C:14]([NH:16][CH2:17][C:18]([OH:20])=[O:19])=[O:15])[C:10](=[O:23])[N:9]([CH2:34][C:33]3[C:32]([F:31])=[CH:39][C:38]([F:40])=[CH:37][C:36]=3[F:41])[C:8]2=[O:24])[CH2:2][CH2:3][CH2:4][CH2:5][CH2:6]1, predict the reactants needed to synthesize it. The reactants are: [CH:1]1([N:7]2[C:12]([OH:13])=[C:11]([C:14]([NH:16][CH2:17][C:18]([O:20]CC)=[O:19])=[O:15])[C:10](=[O:23])[NH:9][C:8]2=[O:24])[CH2:6][CH2:5][CH2:4][CH2:3][CH2:2]1.C(=O)([O-])[O-].[K+].[K+].[F:31][C:32]1[CH:39]=[C:38]([F:40])[CH:37]=[C:36]([F:41])[C:33]=1[CH2:34]Br.Cl. (5) Given the product [C:31]([NH:16][NH:15][C:13]([C:11]1[CH:10]=[CH:9][N:8]2[C:17]([CH2:18][CH:19]3[CH2:20][CH2:21][CH2:22][CH2:23][CH2:24]3)=[C:5]([C:1]([CH3:4])([CH3:2])[CH3:3])[N:6]=[C:7]2[CH:12]=1)=[O:14])(=[O:38])[C:32]1[CH:37]=[CH:36][CH:35]=[CH:34][CH:33]=1, predict the reactants needed to synthesize it. The reactants are: [C:1]([C:5]1[N:6]=[C:7]2[CH:12]=[C:11]([C:13]([NH:15][NH2:16])=[O:14])[CH:10]=[CH:9][N:8]2[C:17]=1[CH2:18][CH:19]1[CH2:24][CH2:23][CH2:22][CH2:21][CH2:20]1)([CH3:4])([CH3:3])[CH3:2].N1C=CC=CC=1.[C:31](Cl)(=[O:38])[C:32]1[CH:37]=[CH:36][CH:35]=[CH:34][CH:33]=1.